From a dataset of Full USPTO retrosynthesis dataset with 1.9M reactions from patents (1976-2016). Predict the reactants needed to synthesize the given product. Given the product [F:43][C:42]([F:45])([F:44])[C:40]([OH:46])=[O:41].[CH3:25][NH:24][C:22](=[S:23])[NH:21][C:18]1[CH:19]=[CH:20][C:15]([S:12]([NH:11][CH:8]([CH:9]=[O:10])[CH2:7][C:6]([OH:39])=[O:5])(=[O:13])=[O:14])=[C:16]([O:26][CH2:27][CH2:28][C:29]2[CH:38]=[CH:37][CH:36]=[C:35]3[C:30]=2[CH:31]=[CH:32][CH:33]=[N:34]3)[CH:17]=1, predict the reactants needed to synthesize it. The reactants are: C([O:5][C:6](=[O:39])[CH2:7][CH:8]([NH:11][S:12]([C:15]1[CH:20]=[CH:19][C:18]([NH:21][C:22]([NH:24][CH3:25])=[S:23])=[CH:17][C:16]=1[O:26][CH2:27][CH2:28][C:29]1[CH:38]=[CH:37][CH:36]=[C:35]2[C:30]=1[CH:31]=[CH:32][CH:33]=[N:34]2)(=[O:14])=[O:13])[CH:9]=[O:10])(C)(C)C.[C:40]([OH:46])([C:42]([F:45])([F:44])[F:43])=[O:41].